From a dataset of Reaction yield outcomes from USPTO patents with 853,638 reactions. Predict the reaction yield, written as a fraction of the theoretical maximum amount of product (1.0 means a 100% yield; for example, 0.34 means a 34% yield). (1) The reactants are Cl[CH2:2][C:3]1[C:7]2[CH:8]=[CH:9][C:10]([O:12][CH3:13])=[CH:11][C:6]=2[S:5][CH:4]=1.[N:14]1([NH:19][C:20]2[CH:27]=[CH:26][C:23]([C:24]#[N:25])=[CH:22][CH:21]=2)[CH:18]=[CH:17][N:16]=[CH:15]1.C([O-])([O-])=O.[K+].[K+].O. The catalyst is CN(C=O)C.[I-].[K+]. The product is [N:14]1([N:19]([C:20]2[CH:21]=[CH:22][C:23]([C:24]#[N:25])=[CH:26][CH:27]=2)[CH2:2][C:3]2[C:7]3[CH:8]=[CH:9][C:10]([O:12][CH3:13])=[CH:11][C:6]=3[S:5][CH:4]=2)[CH:18]=[CH:17][N:16]=[CH:15]1. The yield is 0.550. (2) The reactants are [Cl:1][C:2]1[C:3]2[CH:10]=[CH:9][NH:8][C:4]=2[N:5]=[CH:6][N:7]=1.C1C(=O)N([I:18])C(=O)C1.O. The catalyst is CN(C=O)C. The product is [Cl:1][C:2]1[C:3]2[C:10]([I:18])=[CH:9][NH:8][C:4]=2[N:5]=[CH:6][N:7]=1. The yield is 1.00. (3) The reactants are [H-].[Na+].[I:3][C:4]1[CH:9]=[CH:8][C:7]([OH:10])=[CH:6][CH:5]=1.[C:11]([O:15][C:16]([N:18]1[CH2:22][CH2:21][CH2:20][C@@H:19]1[CH2:23]OS(C1C=CC(C)=CC=1)(=O)=O)=[O:17])([CH3:14])([CH3:13])[CH3:12]. The catalyst is CN(C=O)C. The product is [C:11]([O:15][C:16]([N:18]1[CH2:22][CH2:21][CH2:20][C@@H:19]1[CH2:23][O:10][C:7]1[CH:8]=[CH:9][C:4]([I:3])=[CH:5][CH:6]=1)=[O:17])([CH3:14])([CH3:12])[CH3:13]. The yield is 0.600. (4) The catalyst is C(#N)C. The product is [CH3:1][C:2]1[N:3]=[CH:4][S:5][C:6]=1[C:7]1[CH:23]=[CH:22][C:10]([CH2:11][NH2:12])=[CH:9][CH:8]=1. The reactants are [CH3:1][C:2]1[N:3]=[CH:4][S:5][C:6]=1[C:7]1[CH:23]=[CH:22][C:10]([CH2:11][NH:12]C(=O)OCC[Si](C)(C)C)=[CH:9][CH:8]=1.[F-].C([N+](CCCC)(CCCC)CCCC)CCC.C1COCC1. The yield is 0.890. (5) The reactants are C(N(C(C)C)CC)(C)C.[NH2:10][C:11]1[CH:26]=[CH:25][C:24]([Cl:27])=[CH:23][C:12]=1[C:13]([NH:15][CH2:16][CH:17]1[CH2:22][CH2:21][CH2:20][CH2:19][CH2:18]1)=[O:14].[CH3:28][C:29]1[C:37]([C:38]([F:41])([F:40])[F:39])=[CH:36][CH:35]=[CH:34][C:30]=1[C:31](O)=[O:32].CN(C(ON1N=NC2C=CC=NC1=2)=[N+](C)C)C.F[P-](F)(F)(F)(F)F. No catalyst specified. The product is [Cl:27][C:24]1[CH:25]=[CH:26][C:11]([NH:10][C:31](=[O:32])[C:30]2[CH:34]=[CH:35][CH:36]=[C:37]([C:38]([F:39])([F:40])[F:41])[C:29]=2[CH3:28])=[C:12]([C:13]([NH:15][CH2:16][CH:17]2[CH2:22][CH2:21][CH2:20][CH2:19][CH2:18]2)=[O:14])[CH:23]=1. The yield is 0.230. (6) The reactants are [CH3:1][S:2](Cl)(=[O:4])=[O:3].[CH3:6][S:7]([CH2:10][CH2:11][OH:12])(=[O:9])=[O:8].CCN(C(C)C)C(C)C.CCOC(C)=O. The catalyst is C(Cl)Cl. The product is [CH3:6][S:7]([CH2:10][CH2:11][O:12][S:2]([CH3:1])(=[O:4])=[O:3])(=[O:9])=[O:8]. The yield is 0.660. (7) The reactants are [O:1]=[C:2]1[C:11]2[CH:10]=[CH:9][CH:8]=[C:7]3[NH:12][CH:13](C4C=CC(C=O)=CC=4)[CH:14]([C:15]4[CH:20]=[CH:19][CH:18]=[CH:17][CH:16]=4)[C:5]([C:6]=23)=[N:4][NH:3]1.C(Cl)Cl.[CH2:32]([N:34]1[CH2:39][CH2:38][NH:37][CH2:36][CH:35]1[CH3:40])[CH3:33].[BH4-].[Na+]. The catalyst is CC(O)=O. The product is [CH2:32]([N:34]1[CH2:39][CH2:38][N:37]([CH2:5][C:6]2[CH:7]=[CH:8][CH:9]=[CH:10][C:11]=2[C:10]2[C:11]3[C:2](=[O:1])[NH:3][N:4]=[C:5]4[CH:14]([C:15]5[CH:20]=[CH:19][CH:18]=[CH:17][CH:16]=5)[CH2:13][NH:12][C:7]([C:6]=34)=[CH:8][CH:9]=2)[CH2:36][CH:35]1[CH3:40])[CH3:33]. The yield is 0.710.